This data is from Peptide-MHC class II binding affinity with 134,281 pairs from IEDB. The task is: Regression. Given a peptide amino acid sequence and an MHC pseudo amino acid sequence, predict their binding affinity value. This is MHC class II binding data. (1) The peptide sequence is KKPFMKMNISVIMLLVS. The MHC is DRB4_0103 with pseudo-sequence DRB4_0103. The binding affinity (normalized) is 0.381. (2) The peptide sequence is LEDARRLKAIYEK. The MHC is HLA-DQA10301-DQB10302 with pseudo-sequence HLA-DQA10301-DQB10302. The binding affinity (normalized) is 0.424. (3) The peptide sequence is YAKMRSAHTNDVKQL. The MHC is DRB1_1001 with pseudo-sequence DRB1_1001. The binding affinity (normalized) is 0.744.